From a dataset of Reaction yield outcomes from USPTO patents with 853,638 reactions. Predict the reaction yield, written as a fraction of the theoretical maximum amount of product (1.0 means a 100% yield; for example, 0.34 means a 34% yield). (1) The reactants are [Cl:1][C:2]1[CH:7]=[CH:6][C:5]([CH:8]2[C:17](=O)[C:16]3[C:15]([C:19]([O:21]CC)=O)=[CH:14][CH:13]=[CH:12][C:11]=3[NH:10][CH:9]2[C:24]2[CH:29]=[CH:28][C:27]([CH2:30][N:31]([CH3:33])[CH3:32])=[CH:26][CH:25]=2)=[CH:4][CH:3]=1.O.[NH2:35][NH2:36].C(O)=O. The catalyst is CO. The product is [Cl:1][C:2]1[CH:7]=[CH:6][C:5]([CH:8]2[C:17]3=[N:35][NH:36][C:19](=[O:21])[C:15]4[CH:14]=[CH:13][CH:12]=[C:11]([C:16]=43)[NH:10][CH:9]2[C:24]2[CH:29]=[CH:28][C:27]([CH2:30][N:31]([CH3:33])[CH3:32])=[CH:26][CH:25]=2)=[CH:4][CH:3]=1. The yield is 0.140. (2) The reactants are Cl.Cl.[NH:3]1[CH2:8][CH2:7][CH:6]([N:9]2[CH2:13][CH2:12][N:11]([CH2:14][CH2:15][CH2:16][N:17]3[CH2:22][CH2:21][CH2:20][CH2:19][CH2:18]3)[C:10]2=[C:23]([C:26]#[N:27])[C:24]#[N:25])[CH2:5][CH2:4]1.[CH2:28](Br)[CH:29]=[CH2:30].C(=O)([O-])[O-].[K+].[K+].Cl. The catalyst is CN(C=O)C. The product is [CH2:30]([N:3]1[CH2:8][CH2:7][CH:6]([N:9]2[CH2:13][CH2:12][N:11]([CH2:14][CH2:15][CH2:16][N:17]3[CH2:22][CH2:21][CH2:20][CH2:19][CH2:18]3)[C:10]2=[C:23]([C:24]#[N:25])[C:26]#[N:27])[CH2:5][CH2:4]1)[CH:29]=[CH2:28]. The yield is 0.412. (3) The reactants are [Cl:1][C:2]1[CH:22]=[CH:21][CH:20]=[CH:19][C:3]=1[CH:4]([O:12][CH:13]1[CH2:18][CH2:17][NH:16][CH2:15][CH2:14]1)[C:5]1[CH:10]=[CH:9][C:8]([Cl:11])=[CH:7][CH:6]=1.C(=O)([O-])[O-].[C:27]([CH2:31][C:32](Cl)=[O:33])([CH3:30])([CH3:29])[CH3:28]. The catalyst is ClCCl. The product is [C:27]([CH2:31][C:32]([N:16]1[CH2:17][CH2:18][CH:13]([O:12][CH:4]([C:5]2[CH:6]=[CH:7][C:8]([Cl:11])=[CH:9][CH:10]=2)[C:3]2[CH:19]=[CH:20][CH:21]=[CH:22][C:2]=2[Cl:1])[CH2:14][CH2:15]1)=[O:33])([CH3:30])([CH3:29])[CH3:28]. The yield is 0.840. (4) The reactants are [Cl-].O[NH3+:3].[C:4](=[O:7])([O-])[OH:5].[Na+].CS(C)=O.[CH2:13]([C:15]1[N:16]=[C:17]([CH3:43])[N:18]([C:37]2[CH:42]=[CH:41][CH:40]=[CH:39][CH:38]=2)[C:19](=[O:36])[C:20]=1[CH2:21][C:22]1[CH:27]=[CH:26][C:25]([C:28]2[C:29]([C:34]#[N:35])=[CH:30][CH:31]=[CH:32][CH:33]=2)=[CH:24][CH:23]=1)[CH3:14]. The catalyst is C(OCC)(=O)C. The product is [CH2:13]([C:15]1[N:16]=[C:17]([CH3:43])[N:18]([C:37]2[CH:42]=[CH:41][CH:40]=[CH:39][CH:38]=2)[C:19](=[O:36])[C:20]=1[CH2:21][C:22]1[CH:23]=[CH:24][C:25]([C:28]2[CH:33]=[CH:32][CH:31]=[CH:30][C:29]=2[C:34]2[NH:3][C:4](=[O:7])[O:5][N:35]=2)=[CH:26][CH:27]=1)[CH3:14]. The yield is 0.620. (5) The reactants are C(OC1C(=O)C=[CH:12][N:11](CC(F)(F)F)[CH:10]=1)C1C=CC=CC=1.Cl.Cl[CH:23]([C:28]1[C:29](=[O:37])[C:30]([OH:36])=[C:31]([CH3:35])[N:32]([CH3:34])[CH:33]=1)[C:24]([F:27])([F:26])[F:25].CNC.O. The catalyst is ClCCl.CO.ClCCl.C(#N)C. The product is [CH3:10][N:11]([CH3:12])[CH:23]([C:28]1[C:29](=[O:37])[C:30]([OH:36])=[C:31]([CH3:35])[N:32]([CH3:34])[CH:33]=1)[C:24]([F:27])([F:26])[F:25]. The yield is 0.560. (6) The reactants are [Si:1]([O:8][CH2:9][C@@H:10]([N:19]1[CH:24]=[CH:23][C:22]([C:25]2[CH:30]=[CH:29][N:28]=[C:27](S(C)(=O)=O)[N:26]=2)=[CH:21][C:20]1=[O:35])[C:11]1[CH:16]=[CH:15][C:14]([Cl:17])=[C:13]([F:18])[CH:12]=1)([C:4]([CH3:7])([CH3:6])[CH3:5])([CH3:3])[CH3:2].[CH3:36][N:37]1[CH:41]=[C:40]([NH2:42])[C:39]([CH3:43])=[N:38]1.O. The catalyst is C(O)(CC)C. The product is [Si:1]([O:8][CH2:9][C@@H:10]([N:19]1[CH:24]=[CH:23][C:22]([C:25]2[CH:30]=[CH:29][N:28]=[C:27]([NH:42][C:40]3[C:39]([CH3:43])=[N:38][N:37]([CH3:36])[CH:41]=3)[N:26]=2)=[CH:21][C:20]1=[O:35])[C:11]1[CH:16]=[CH:15][C:14]([Cl:17])=[C:13]([F:18])[CH:12]=1)([C:4]([CH3:7])([CH3:6])[CH3:5])([CH3:3])[CH3:2]. The yield is 0.662. (7) The reactants are Cl[C:2]1[CH:7]=[CH:6][C:5]([N+:8]([O-:10])=[O:9])=[CH:4][C:3]=1[CH3:11].[CH3:12][C:13]1[N:14]=[CH:15][NH:16][CH:17]=1.C(=O)([O-])[O-].[Cs+].[Cs+]. The catalyst is C(#N)C. The product is [CH3:12][C:13]1[N:14]=[CH:15][N:16]([C:2]2[CH:7]=[CH:6][C:5]([N+:8]([O-:10])=[O:9])=[CH:4][C:3]=2[CH3:11])[CH:17]=1. The yield is 0.500. (8) No catalyst specified. The yield is 0.520. The product is [Cl:1][C:2]1[C:7](=[O:8])[N:6]([C:9]2[CH:10]=[C:11]([CH:18]=[CH:19][C:20]=2[CH3:21])[C:12]([NH:14][CH2:15][C:16]([NH2:34])=[O:17])=[O:13])[C:5]([CH3:22])=[N:4][C:3]=1[O:23][CH2:24][C:25]1[CH:30]=[CH:29][C:28]([F:31])=[CH:27][C:26]=1[F:32]. The reactants are [Cl:1][C:2]1[C:7](=[O:8])[N:6]([C:9]2[CH:10]=[C:11]([CH:18]=[CH:19][C:20]=2[CH3:21])[C:12]([NH:14][CH2:15][CH2:16][OH:17])=[O:13])[C:5]([CH3:22])=[N:4][C:3]=1[O:23][CH2:24][C:25]1[CH:30]=[CH:29][C:28]([F:31])=[CH:27][C:26]=1[F:32].Cl.[NH2:34]CC(N)=O.CN1CCOCC1.